Regression/Classification. Given a drug SMILES string, predict its absorption, distribution, metabolism, or excretion properties. Task type varies by dataset: regression for continuous measurements (e.g., permeability, clearance, half-life) or binary classification for categorical outcomes (e.g., BBB penetration, CYP inhibition). For this dataset (solubility_aqsoldb), we predict Y. From a dataset of Aqueous solubility values for 9,982 compounds from the AqSolDB database. (1) The compound is NC(=O)NN=CCOC1CCCCC1. The Y is -1.74 log mol/L. (2) The drug is CCSCc1ccccc1OC(=O)NC. The Y is -2.09 log mol/L. (3) The compound is C[N+](C)(C)C(Cc1cnc(S)[nH]1)C(=O)[O-]. The Y is -0.460 log mol/L. (4) The compound is O=[N+]([O-])c1cccc2ccccc12. The Y is -3.71 log mol/L. (5) The drug is CCCCOC(C)=O. The Y is -1.22 log mol/L. (6) The compound is COCC(C)OCC(C)OCC(C)O. The Y is 0.685 log mol/L. (7) The compound is CC(C)c1ccc(C=O)cc1. The Y is -2.79 log mol/L. (8) The compound is N#CCO/N=C(\C#N)c1ccccc1. The Y is -3.29 log mol/L. (9) The compound is CCCCCCCCCCNC(=O)C(C)O. The Y is -3.36 log mol/L. (10) The molecule is CC(C)=CC1C(C(=O)OCc2cccc(Oc3ccccc3)c2)C1(C)C. The Y is -5.24 log mol/L.